From a dataset of Forward reaction prediction with 1.9M reactions from USPTO patents (1976-2016). Predict the product of the given reaction. The product is: [CH2:1]([O:3][C:4]([C:6]1[C:7]([CH:21]2[CH2:23][CH2:22]2)=[N:8][N:9]([CH2:11][C:12]2[CH:13]=[N:14][C:15]([N:24]3[CH2:28][CH2:27][CH2:26][CH2:25]3)=[C:16]([O:18][CH3:19])[CH:17]=2)[CH:10]=1)=[O:5])[CH3:2]. Given the reactants [CH2:1]([O:3][C:4]([C:6]1[C:7]([CH:21]2[CH2:23][CH2:22]2)=[N:8][N:9]([CH2:11][C:12]2[CH:13]=[N:14][C:15](Cl)=[C:16]([O:18][CH3:19])[CH:17]=2)[CH:10]=1)=[O:5])[CH3:2].[NH:24]1[CH2:28][CH2:27][CH2:26][CH2:25]1.C([O-])(O)=O.[Na+], predict the reaction product.